Dataset: Full USPTO retrosynthesis dataset with 1.9M reactions from patents (1976-2016). Task: Predict the reactants needed to synthesize the given product. The reactants are: Cl.C[O:3][C:4]1[CH:5]=[C:6]2[C:11](=[CH:12][CH:13]=1)[C:10]([O:14][C:15]1[CH:20]=[CH:19][C:18]([O:21][CH2:22][CH2:23][N:24]3[CH2:29][CH2:28][CH2:27][CH2:26][CH2:25]3)=[CH:17][CH:16]=1)=[C:9]([C:30]1[CH:31]=[C:32]([C:36]([N:38]3[CH2:43][CH2:42][O:41][CH2:40][CH2:39]3)=[O:37])[CH:33]=[CH:34][CH:35]=1)[CH:8]=[CH:7]2.B(Br)(Br)Br.C(=O)(O)[O-].[Na+]. Given the product [OH:3][C:4]1[CH:5]=[C:6]2[C:11](=[CH:12][CH:13]=1)[C:10]([O:14][C:15]1[CH:20]=[CH:19][C:18]([O:21][CH2:22][CH2:23][N:24]3[CH2:25][CH2:26][CH2:27][CH2:28][CH2:29]3)=[CH:17][CH:16]=1)=[C:9]([C:30]1[CH:31]=[C:32]([C:36]([N:38]3[CH2:39][CH2:40][O:41][CH2:42][CH2:43]3)=[O:37])[CH:33]=[CH:34][CH:35]=1)[CH:8]=[CH:7]2, predict the reactants needed to synthesize it.